This data is from Catalyst prediction with 721,799 reactions and 888 catalyst types from USPTO. The task is: Predict which catalyst facilitates the given reaction. (1) Reactant: [CH:1]1([NH:5][C:6]([C@@H:8]2[CH2:12][CH2:11][CH2:10][N:9]2[C:13](=[O:30])[CH2:14][O:15][C:16]2[N:20]([C:21]3[CH:26]=[CH:25][CH:24]=[CH:23][CH:22]=3)[N:19]=[C:18]([C:27]([OH:29])=O)[CH:17]=2)=[O:7])[CH2:4][CH2:3][CH2:2]1.CCN(C(C)C)C(C)C.CN(C(ON1N=NC2C=CC=NC1=2)=[N+](C)C)C.F[P-](F)(F)(F)(F)F.[CH2:64]([O:66][C:67]([N:69]1[CH2:74][CH2:73][N:72]([C:75](=[O:85])[C@@H:76]([NH2:84])[CH2:77][CH2:78][C:79]2[N:80]=[N:81][NH:82][N:83]=2)[CH2:71][CH2:70]1)=[O:68])[CH3:65]. Product: [CH2:64]([O:66][C:67]([N:69]1[CH2:74][CH2:73][N:72]([C:75](=[O:85])[C@@H:76]([NH:84][C:27]([C:18]2[CH:17]=[C:16]([O:15][CH2:14][C:13]([N:9]3[CH2:10][CH2:11][CH2:12][C@H:8]3[C:6](=[O:7])[NH:5][CH:1]3[CH2:4][CH2:3][CH2:2]3)=[O:30])[N:20]([C:21]3[CH:26]=[CH:25][CH:24]=[CH:23][CH:22]=3)[N:19]=2)=[O:29])[CH2:77][CH2:78][C:79]2[N:80]=[N:81][NH:82][N:83]=2)[CH2:71][CH2:70]1)=[O:68])[CH3:65]. The catalyst class is: 3. (2) Reactant: [C:1]1([CH2:11][C:12]([OH:14])=O)[C:10]2[C:5](=[CH:6][CH:7]=[CH:8][CH:9]=2)[CH:4]=[CH:3][CH:2]=1.O.OC1C2N=NNC=2C=CC=1.Cl.C(N=C=NC(N)CC(C)C)C.[NH2:38][C@H:39]([C:43]([NH:45][CH:46]([CH:55]([OH:58])[CH2:56][F:57])[CH2:47][C:48]([O:50]C(C)(C)C)=[O:49])=[O:44])[CH:40]([CH3:42])[CH3:41]. Product: [C:1]1([CH2:11][C:12]([NH:38][C@H:39]([C:43]([NH:45][CH:46]([C:55](=[O:58])[CH2:56][F:57])[CH2:47][C:48]([OH:50])=[O:49])=[O:44])[CH:40]([CH3:42])[CH3:41])=[O:14])[C:10]2[C:5](=[CH:6][CH:7]=[CH:8][CH:9]=2)[CH:4]=[CH:3][CH:2]=1. The catalyst class is: 454. (3) Reactant: [Cl:1][C:2]1[CH:3]=[C:4]([NH:17][C:18]2[C:27]3[C:22](=[CH:23][C:24]([O:31][CH3:32])=[C:25]([N+:28]([O-])=O)[CH:26]=3)[N:21]=[CH:20][N:19]=2)[CH:5]=[CH:6][C:7]=1[O:8][CH2:9][C:10]1[CH:15]=[CH:14][CH:13]=[C:12]([F:16])[CH:11]=1.C(O)(=O)C.C(O)C. Product: [Cl:1][C:2]1[CH:3]=[C:4]([NH:17][C:18]2[C:27]3[C:22](=[CH:23][C:24]([O:31][CH3:32])=[C:25]([NH2:28])[CH:26]=3)[N:21]=[CH:20][N:19]=2)[CH:5]=[CH:6][C:7]=1[O:8][CH2:9][C:10]1[CH:15]=[CH:14][CH:13]=[C:12]([F:16])[CH:11]=1. The catalyst class is: 150. (4) Reactant: [N+:1]([C:4]1[CH:9]=[CH:8][C:7]([C:10](=O)[CH2:11][NH:12][C:13]([CH:15]2[CH2:20][CH2:19][N:18]([C:21]([O:23][C:24]([CH3:27])([CH3:26])[CH3:25])=[O:22])[CH2:17][CH2:16]2)=O)=[CH:6][CH:5]=1)([O-:3])=[O:2].COC1C=CC(P2(SP(C3C=CC(OC)=CC=3)(=S)S2)=[S:38])=CC=1.C([O-])(O)=O.[Na+]. Product: [N+:1]([C:4]1[CH:9]=[CH:8][C:7]([C:10]2[S:38][C:13]([CH:15]3[CH2:20][CH2:19][N:18]([C:21]([O:23][C:24]([CH3:27])([CH3:26])[CH3:25])=[O:22])[CH2:17][CH2:16]3)=[N:12][CH:11]=2)=[CH:6][CH:5]=1)([O-:3])=[O:2]. The catalyst class is: 12.